This data is from CYP3A4 inhibition data for predicting drug metabolism from PubChem BioAssay. The task is: Regression/Classification. Given a drug SMILES string, predict its absorption, distribution, metabolism, or excretion properties. Task type varies by dataset: regression for continuous measurements (e.g., permeability, clearance, half-life) or binary classification for categorical outcomes (e.g., BBB penetration, CYP inhibition). Dataset: cyp3a4_veith. (1) The compound is O=C1CCc2c(ccc3ccccc23)O1. The result is 0 (non-inhibitor). (2) The compound is Cc1noc(C)c1-c1ccc2ncnc(N3CCOCC3)c2c1. The result is 1 (inhibitor). (3) The molecule is Cc1ccc(OCC(=O)NNC(=O)c2cc3ccccc3o2)cc1. The result is 0 (non-inhibitor). (4) The compound is O=C(CSc1nc2ccccc2c(=O)n1-c1ccc(Cl)cc1)c1ccco1. The result is 1 (inhibitor). (5) The drug is CC(=O)[C@H]([C@@H](c1ccccc1)N1CCOCC1)N1CCOCC1. The result is 0 (non-inhibitor). (6) The drug is Nc1nc(-c2ccccc2)c(-c2ccccc2)s1. The result is 0 (non-inhibitor). (7) The compound is CCN(CC)CCCNC(=O)/C(=C/c1ccc[nH]1)NC(=O)c1ccccc1. The result is 0 (non-inhibitor). (8) The compound is C#CCCCO/N=C1/C[C@@H](O)[C@@H](O)[C@@H]2[C@@H]3C(=O)N(CC)C(=O)[C@H]3CC[C@@H]12. The result is 0 (non-inhibitor). (9) The compound is COc1ccc2[nH]cc(CCNc3ncnc4ccc(-c5ccccc5C#N)cc34)c2c1. The result is 1 (inhibitor).